This data is from Cav3 T-type calcium channel HTS with 100,875 compounds. The task is: Binary Classification. Given a drug SMILES string, predict its activity (active/inactive) in a high-throughput screening assay against a specified biological target. (1) The compound is s1c(N2N=C(/C(=C\NCCCCC)C2=O)C)nc2c1cccc2. The result is 0 (inactive). (2) The drug is O(C(=O)c1c(=O)n2c(cc1)cccc2C)CC. The result is 0 (inactive). (3) The molecule is Clc1c(NC=2N(c3c(ccc(c3)C)C)C(=O)CN2)cccc1. The result is 0 (inactive). (4) The molecule is Clc1c2c(sc1C(Oc1cc(n3nnnc3)ccc1)=O)cccc2. The result is 0 (inactive). (5) The compound is s1c2n(nc1c1ccccc1)c(cc(=O)n2)C(OC)=O. The result is 0 (inactive). (6) The drug is S1C2N(C(C1(C)C)C(OCC1CCCCC1)=O)C(=O)C2NC(=O)COc1ccccc1. The result is 0 (inactive). (7) The molecule is S(=O)(=O)(N1CCN(C2CCN(CC2)Cc2ccccc2)CC1)c1ccc(OC)cc1. The result is 0 (inactive). (8) The drug is O=C(Nc1c(cc(cc1C)C)C)C(c1cc(ccc1)C(=O)c1ccccc1)C. The result is 1 (active).